Dataset: Forward reaction prediction with 1.9M reactions from USPTO patents (1976-2016). Task: Predict the product of the given reaction. (1) Given the reactants [F:1][C:2]1[CH:21]=[CH:20][C:5]([CH2:6][N:7]2[C:16](=[O:17])[C:15]3[C:10](=[CH:11][CH:12]=[C:13]([I:18])[CH:14]=3)[NH:9][C:8]2=[O:19])=[CH:4][CH:3]=1.[C:22](=O)([O-])[O-].[K+].[K+].IC, predict the reaction product. The product is: [F:1][C:2]1[CH:21]=[CH:20][C:5]([CH2:6][N:7]2[C:16](=[O:17])[C:15]3[C:10](=[CH:11][CH:12]=[C:13]([I:18])[CH:14]=3)[N:9]([CH3:22])[C:8]2=[O:19])=[CH:4][CH:3]=1. (2) Given the reactants [C:1]([O:5][C:6](=[O:27])[CH2:7][CH:8]1[N:12]([C:13]([O:15][C:16]([CH3:19])([CH3:18])[CH3:17])=[O:14])[C@H:11]([CH2:20][OH:21])[C@H:10]2[O:22][C:23]([CH3:26])([CH3:25])[O:24][C@@H:9]12)([CH3:4])([CH3:3])[CH3:2].[CH2:28](Br)[C:29]1[CH:34]=[CH:33][CH:32]=[CH:31][CH:30]=1.[H-].[Na+], predict the reaction product. The product is: [CH2:28]([O:21][CH2:20][C@H:11]1[N:12]([C:13]([O:15][C:16]([CH3:17])([CH3:18])[CH3:19])=[O:14])[C@@H:8]([CH2:7][C:6]([O:5][C:1]([CH3:2])([CH3:3])[CH3:4])=[O:27])[C@@H:9]2[O:24][C:23]([CH3:26])([CH3:25])[O:22][C@H:10]12)[C:29]1[CH:34]=[CH:33][CH:32]=[CH:31][CH:30]=1.